Task: Predict the reaction yield, written as a fraction of the theoretical maximum amount of product (1.0 means a 100% yield; for example, 0.34 means a 34% yield).. Dataset: Reaction yield outcomes from USPTO patents with 853,638 reactions (1) The reactants are FC(F)(F)C([O-])=O.[Cl:8][C:9]1[CH:10]=[C:11]([CH:28]=[CH:29][C:30]=1[Cl:31])[CH2:12][C:13]1[CH:14]=[N:15][C:16]2[N:17]([N:19]=[CH:20][C:21]=2[C:22]([NH:24][CH2:25][CH2:26][NH3+:27])=[O:23])[CH:18]=1.[N:32]1[CH:37]=[CH:36][N:35]=[CH:34][C:33]=1[C:38](O)=[O:39].CN(C(ON1N=NC2C=CC=CC1=2)=[N+](C)C)C.[B-](F)(F)(F)F.C(N(CC)CC)C. The catalyst is CN(C=O)C. The product is [Cl:8][C:9]1[CH:10]=[C:11]([CH:28]=[CH:29][C:30]=1[Cl:31])[CH2:12][C:13]1[CH:14]=[N:15][C:16]2[N:17]([N:19]=[CH:20][C:21]=2[C:22]([NH:24][CH2:25][CH2:26][NH:27][C:38]([C:33]2[CH:34]=[N:35][CH:36]=[CH:37][N:32]=2)=[O:39])=[O:23])[CH:18]=1. The yield is 0.0500. (2) The reactants are [F:1][C:2]1[CH:3]=[C:4]2[C:8](=[CH:9][CH:10]=1)[NH:7][C:6](=[O:11])/[C:5]/2=[CH:12]\[C:13]1[NH:17][C:16]([CH3:18])=[C:15]([C:19]([NH:21][CH:22]2[CH2:27][CH2:26][CH:25]([C:28]([OH:30])=O)[CH2:24][CH2:23]2)=[O:20])[C:14]=1[CH3:31].CN(C(ON1N=NC2C=CC=NC1=2)=[N+](C)C)C.F[P-](F)(F)(F)(F)F.CCN(C(C)C)C(C)C.[NH:65]1[CH2:70][CH2:69][O:68][CH2:67][CH2:66]1. The catalyst is CN(C=O)C. The product is [N:65]1([C:28]([CH:25]2[CH2:24][CH2:23][CH:22]([NH:21][C:19]([C:15]3[C:14]([CH3:31])=[C:13](/[CH:12]=[C:5]4\[C:6](=[O:11])[NH:7][C:8]5[C:4]\4=[CH:3][C:2]([F:1])=[CH:10][CH:9]=5)[NH:17][C:16]=3[CH3:18])=[O:20])[CH2:27][CH2:26]2)=[O:30])[CH2:70][CH2:69][O:68][CH2:67][CH2:66]1. The yield is 0.329. (3) The yield is 0.590. The reactants are [C:1](Cl)(=[O:4])[CH2:2][CH3:3].[F:6][C:7]1[CH:12]=[CH:11][C:10]([C:13]2[C:17]([C:18]3[CH:23]=[CH:22][N:21]=[C:20]([NH2:24])[N:19]=3)=[CH:16][N:15]([CH:25]([CH3:27])[CH3:26])[N:14]=2)=[CH:9][CH:8]=1.C(N(CC)CC)C. The product is [F:6][C:7]1[CH:12]=[CH:11][C:10]([C:13]2[C:17]([C:18]3[CH:23]=[CH:22][N:21]=[C:20]([NH:24][C:1](=[O:4])[CH2:2][CH3:3])[N:19]=3)=[CH:16][N:15]([CH:25]([CH3:27])[CH3:26])[N:14]=2)=[CH:9][CH:8]=1. The catalyst is O1CCCC1. (4) The reactants are COC[O:4][C:5]1[CH:14]=[CH:13][C:12]2[O:11][CH:10]([C:15]3[CH:20]=[CH:19][C:18]([O:21]COC)=[CH:17][CH:16]=3)[CH:9]3[CH2:25][CH:26]([O:28][C:29](=[O:31])[CH3:30])[CH2:27][CH:8]3[C:7]=2[CH:6]=1.Cl.CCOC(C)=O.CCOC(C)=O.CCCCCC. The catalyst is C1COCC1. The product is [OH:4][C:5]1[CH:14]=[CH:13][C:12]2[O:11][C@H:10]([C:15]3[CH:16]=[CH:17][C:18]([OH:21])=[CH:19][CH:20]=3)[C@@H:9]3[CH2:25][C@H:26]([O:28][C:29](=[O:31])[CH3:30])[CH2:27][C@@H:8]3[C:7]=2[CH:6]=1. The yield is 0.330.